This data is from Catalyst prediction with 721,799 reactions and 888 catalyst types from USPTO. The task is: Predict which catalyst facilitates the given reaction. (1) Reactant: [N:1]1[CH:6]=[CH:5][CH:4]=[CH:3][N:2]=1.CC1(C)CCCC(C)(C)N1.[Li].[O:18]1[C:22]2([CH2:27][CH2:26][C:25](=[O:28])[CH2:24][CH2:23]2)[O:21][CH2:20][CH2:19]1. The catalyst class is: 1. Product: [N:1]1[CH:6]=[CH:5][CH:4]=[C:3]([C:25]2([OH:28])[CH2:26][CH2:27][C:22]3([O:21][CH2:20][CH2:19][O:18]3)[CH2:23][CH2:24]2)[N:2]=1. (2) Product: [Cl:1][C:2]1[CH:3]=[C:4]([O:12][C:13]2[C:25]([F:26])=[CH:24][C:16]([C:17]([OH:19])=[O:18])=[C:15]([F:27])[CH:14]=2)[CH:5]=[N:6][C:7]=1[O:8][CH:9]([CH3:11])[CH3:10]. Reactant: [Cl:1][C:2]1[CH:3]=[C:4]([O:12][C:13]2[C:25]([F:26])=[CH:24][C:16]([C:17]([O:19]C(C)(C)C)=[O:18])=[C:15]([F:27])[CH:14]=2)[CH:5]=[N:6][C:7]=1[O:8][CH:9]([CH3:11])[CH3:10].O1CCCC1.CO.[OH-].[Na+].Cl. The catalyst class is: 13. (3) Reactant: [O:1]1[CH2:5][CH2:4][O:3][CH:2]1[CH2:6][CH2:7][CH2:8][C@H:9]([NH2:13])[C:10]([OH:12])=[O:11].S(OC)(O[CH3:17])=O.[Cl:20][Si](C)(C)C. Product: [ClH:20].[NH2:13][C@@H:9]([CH2:8][CH2:7][CH2:6][CH:2]([O:3][CH3:4])[O:1][CH3:5])[C:10]([O:12][CH3:17])=[O:11]. The catalyst class is: 5.